Task: Predict the reaction yield, written as a fraction of the theoretical maximum amount of product (1.0 means a 100% yield; for example, 0.34 means a 34% yield).. Dataset: Reaction yield outcomes from USPTO patents with 853,638 reactions The reactants are C(O[C:5]1[C:6](=[O:18])[C:7](=[O:17])[C:8]=1[C:9]1[CH:14]=[CH:13][C:12]([O:15][CH3:16])=[CH:11][CH:10]=1)(C)C.[C:19]([C:23]1[CH:31]=[CH:30][C:26]([CH2:27][CH2:28][NH2:29])=[CH:25][CH:24]=1)([CH3:22])([CH3:21])[CH3:20]. The catalyst is C(O)C. The product is [C:19]([C:23]1[CH:24]=[CH:25][C:26]([CH2:27][CH2:28][NH:29][C:5]2[C:6](=[O:18])[C:7](=[O:17])[C:8]=2[C:9]2[CH:10]=[CH:11][C:12]([O:15][CH3:16])=[CH:13][CH:14]=2)=[CH:30][CH:31]=1)([CH3:22])([CH3:20])[CH3:21]. The yield is 0.810.